From a dataset of Catalyst prediction with 721,799 reactions and 888 catalyst types from USPTO. Predict which catalyst facilitates the given reaction. (1) Reactant: O.[NH2:2][NH2:3].Cl[C:5]1[CH:10]=[C:9]([N:11]2[CH2:16][CH2:15][CH2:14][CH2:13][CH2:12]2)[N:8]=[CH:7][N:6]=1. The catalyst class is: 8. Product: [NH:2]([C:5]1[CH:10]=[C:9]([N:11]2[CH2:16][CH2:15][CH2:14][CH2:13][CH2:12]2)[N:8]=[CH:7][N:6]=1)[NH2:3]. (2) Reactant: Cl.[Br:2][C:3]1[CH:19]=[CH:18][C:6]([CH2:7][N:8]([C:10]2[CH:15]=[CH:14][C:13]([O:16][CH3:17])=[CH:12][CH:11]=2)N)=[CH:5][CH:4]=1.C1(C)C=CC=CC=1.[CH2:27]([O:29][C:30](=[O:43])[C:31]([CH3:42])([CH3:41])[CH2:32][C:33](=O)[CH2:34][S:35][C:36]([CH3:39])([CH3:38])[CH3:37])[CH3:28].C([O-])(=O)C.[Na+]. Product: [CH2:27]([O:29][C:30](=[O:43])[C:31]([CH3:42])([CH3:41])[CH2:32][C:33]1[N:8]([CH2:7][C:6]2[CH:18]=[CH:19][C:3]([Br:2])=[CH:4][CH:5]=2)[C:10]2[C:15]([C:34]=1[S:35][C:36]([CH3:39])([CH3:38])[CH3:37])=[CH:14][C:13]([O:16][CH3:17])=[CH:12][CH:11]=2)[CH3:28]. The catalyst class is: 211. (3) Reactant: [Br:1][C:2]1[CH:3]=[C:4]([OH:10])[C:5]([OH:9])=[CH:6][C:7]=1[F:8].[C:11]1([C:17]([C:20]2[CH:25]=[CH:24][CH:23]=[CH:22][CH:21]=2)(Cl)Cl)[CH:16]=[CH:15][CH:14]=[CH:13][CH:12]=1. Product: [Br:1][C:2]1[C:7]([F:8])=[CH:6][C:5]2[O:9][C:17]([C:11]3[CH:16]=[CH:15][CH:14]=[CH:13][CH:12]=3)([C:20]3[CH:25]=[CH:24][CH:23]=[CH:22][CH:21]=3)[O:10][C:4]=2[CH:3]=1. The catalyst class is: 5. (4) Reactant: Br[CH:2]1[C:9]2[CH:10]=[CH:11][CH:12]=[CH:13][C:8]=2[CH2:7][CH:6]([OH:14])[C:5]2[CH:15]=[CH:16][CH:17]=[CH:18][C:4]=2[CH:3]1Br.C([N-]C(C)C)(C)C.[Li+]. Product: [CH:18]1[C:4]2[C:3]#[C:2][C:9]3[CH:10]=[CH:11][CH:12]=[CH:13][C:8]=3[CH2:7][CH:6]([OH:14])[C:5]=2[CH:15]=[CH:16][CH:17]=1. The catalyst class is: 7.